Dataset: Full USPTO retrosynthesis dataset with 1.9M reactions from patents (1976-2016). Task: Predict the reactants needed to synthesize the given product. The reactants are: [CH3:1][N:2]1[C:11](=[O:12])[C:10]2[N:9]([CH2:13][C:14]3[CH:19]=[CH:18][CH:17]=[CH:16][CH:15]=3)[C:8]([Cl:20])=[N:7][C:6]=2[NH:5][C:3]1=[O:4].[CH2:21](Br)[C:22]#[CH:23].C(=O)([O-])[O-].[K+].[K+]. Given the product [CH3:1][N:2]1[C:11](=[O:12])[C:10]2[N:9]([CH2:13][C:14]3[CH:15]=[CH:16][CH:17]=[CH:18][CH:19]=3)[C:8]([Cl:20])=[N:7][C:6]=2[N:5]([CH2:23][C:22]#[CH:21])[C:3]1=[O:4], predict the reactants needed to synthesize it.